This data is from Catalyst prediction with 721,799 reactions and 888 catalyst types from USPTO. The task is: Predict which catalyst facilitates the given reaction. (1) Reactant: C[O:2][C:3](=[O:27])[CH2:4][CH:5](C1C=C(Br)C=CC=1OCC1C=CC=CC=1)[C:6]1[CH:11]=[CH:10][CH:9]=[CH:8][CH:7]=1.[OH-].[Na+]. Product: [C:6]1([CH2:5][CH2:4][C:3]([OH:27])=[O:2])[CH:11]=[CH:10][CH:9]=[CH:8][CH:7]=1. The catalyst class is: 8. (2) Product: [CH3:1][C:2]1([CH3:16])[C:10]2[C:5](=[CH:6][C:7]([C:11]([OH:13])=[O:12])=[CH:8][CH:9]=2)[NH:4][C:3]1=[O:15]. The catalyst class is: 6. Reactant: [CH3:1][C:2]1([CH3:16])[C:10]2[C:5](=[CH:6][C:7]([C:11]([O:13]C)=[O:12])=[CH:8][CH:9]=2)[NH:4][C:3]1=[O:15].Cl.